Dataset: Forward reaction prediction with 1.9M reactions from USPTO patents (1976-2016). Task: Predict the product of the given reaction. (1) Given the reactants [CH:1]([C:3]1[CH:4]=[C:5]2[C:10](=[CH:11][CH:12]=1)[CH:9]([N:13]1[CH:17]=[C:16]([CH2:18][C@@H:19]([NH:23][S:24]([C:27]3[CH:32]=[CH:31][C:30]([CH3:33])=[CH:29][CH:28]=3)(=[O:26])=[O:25])[C:20]([OH:22])=[O:21])[N:15]=[N:14]1)[CH2:8][CH2:7][CH2:6]2)=O.CC(O)=O.[NH:38]1[CH2:43][CH2:42][CH2:41][CH2:40][CH2:39]1, predict the reaction product. The product is: [CH3:33][C:30]1[CH:29]=[CH:28][C:27]([S:24]([NH:23][C@H:19]([CH2:18][C:16]2[N:15]=[N:14][N:13]([C@H:9]3[C:10]4[C:5](=[CH:4][C:3]([CH2:1][N:38]5[CH2:43][CH2:42][CH2:41][CH2:40][CH2:39]5)=[CH:12][CH:11]=4)[CH2:6][CH2:7][CH2:8]3)[CH:17]=2)[C:20]([OH:22])=[O:21])(=[O:25])=[O:26])=[CH:32][CH:31]=1. (2) Given the reactants O[Li].O.C[O:5][C:6]([CH:8]1[CH2:13][N:12]([C:14](=[O:26])[C:15]2[CH:20]=[C:19]([F:21])[CH:18]=[CH:17][C:16]=2[C:22]([F:25])([F:24])[F:23])[CH2:11][CH2:10][N:9]1[C:27](=[O:43])[CH2:28][NH:29][C:30]([C:32]1[CH:36]=[C:35]([C:37]2[CH:42]=[CH:41][CH:40]=[CH:39][CH:38]=2)[NH:34][N:33]=1)=[O:31])=[O:7].O.Cl, predict the reaction product. The product is: [F:21][C:19]1[CH:18]=[CH:17][C:16]([C:22]([F:25])([F:23])[F:24])=[C:15]([CH:20]=1)[C:14]([N:12]1[CH2:11][CH2:10][N:9]([C:27](=[O:43])[CH2:28][NH:29][C:30]([C:32]2[CH:36]=[C:35]([C:37]3[CH:42]=[CH:41][CH:40]=[CH:39][CH:38]=3)[NH:34][N:33]=2)=[O:31])[CH:8]([C:6]([OH:7])=[O:5])[CH2:13]1)=[O:26]. (3) Given the reactants [NH:1]1[CH2:6][CH2:5][CH:4]([N:7]2[C:15]3[C:10](=[N:11][CH:12]=[CH:13][CH:14]=3)[NH:9][C:8]2=[O:16])[CH2:3][CH2:2]1.Cl[C:18]1[N:23]=[CH:22][N:21]=[C:20]([NH:24][C:25]2[CH:34]=[C:33]([CH3:35])[C:28]3[NH:29][C:30](=[O:32])[O:31][C:27]=3[CH:26]=2)[CH:19]=1.C(=O)([O-])[O-].[K+].[K+], predict the reaction product. The product is: [CH3:35][C:33]1[C:28]2[NH:29][C:30](=[O:32])[O:31][C:27]=2[CH:26]=[C:25]([NH:24][C:20]2[N:21]=[CH:22][N:23]=[C:18]([N:1]3[CH2:2][CH2:3][CH:4]([N:7]4[C:15]5[C:10](=[N:11][CH:12]=[CH:13][CH:14]=5)[NH:9][C:8]4=[O:16])[CH2:5][CH2:6]3)[CH:19]=2)[CH:34]=1. (4) Given the reactants [NH2:1][C:2]1[CH:6]=[C:5]([OH:7])[NH:4][N:3]=1.C1(P(C2C=CC=CC=2)C2C=CC=CC=2)C=CC=CC=1.CC(OC(/N=N/C(OC(C)C)=O)=O)C.[F:41][C:42]1[C:43]([CH2:50]O)=[CH:44][C:45]([O:48][CH3:49])=[N:46][CH:47]=1, predict the reaction product. The product is: [F:41][C:42]1[C:43]([CH2:50][O:7][C:5]2[NH:4][N:3]=[C:2]([NH2:1])[CH:6]=2)=[CH:44][C:45]([O:48][CH3:49])=[N:46][CH:47]=1. (5) Given the reactants [F:1][C:2]1[CH:3]=[C:4]([C:8]2[N:13]=[C:12]([CH3:14])[C:11]([C:15]([OH:17])=O)=[CH:10][N:9]=2)[CH:5]=[CH:6][CH:7]=1.CN(C(SC1[N+]([O-])=CC=CC=1)=[N+](C)C)C.F[P-](F)(F)(F)(F)F.CCN(C(C)C)C(C)C.[F:49][C:50]1[CH:51]=[C:52]2[C:56](=[CH:57][CH:58]=1)[N:55]([NH2:59])[CH2:54][C:53]2([CH3:61])[CH3:60], predict the reaction product. The product is: [F:49][C:50]1[CH:51]=[C:52]2[C:56](=[CH:57][CH:58]=1)[N:55]([NH:59][C:15]([C:11]1[C:12]([CH3:14])=[N:13][C:8]([C:4]3[CH:5]=[CH:6][CH:7]=[C:2]([F:1])[CH:3]=3)=[N:9][CH:10]=1)=[O:17])[CH2:54][C:53]2([CH3:61])[CH3:60]. (6) Given the reactants [CH3:1][C:2]1[CH:3]=[C:4]([CH:8]=[CH:9][C:10]=1[C:11]([N:13]1[CH2:17][CH2:16][CH2:15][CH2:14]1)=[O:12])[C:5]([OH:7])=O.CN(C(ON1N=NC2C=CC=CC1=2)=[N+](C)C)C.[B-](F)(F)(F)F.C(N(C(C)C)CC)(C)C.[Cl:49][C:50]1[CH:68]=[CH:67][C:53]2[NH:54][C:55]([C@@H:57]([NH2:66])[CH2:58][CH2:59][C:60]3[CH:65]=[CH:64][N:63]=[CH:62][CH:61]=3)=[N:56][C:52]=2[CH:51]=1.ClCl, predict the reaction product. The product is: [Cl:49][C:50]1[CH:68]=[CH:67][C:53]2[NH:54][C:55]([C@@H:57]([NH:66][C:5](=[O:7])[C:4]3[CH:8]=[CH:9][C:10]([C:11]([N:13]4[CH2:17][CH2:16][CH2:15][CH2:14]4)=[O:12])=[C:2]([CH3:1])[CH:3]=3)[CH2:58][CH2:59][C:60]3[CH:65]=[CH:64][N:63]=[CH:62][CH:61]=3)=[N:56][C:52]=2[CH:51]=1.